This data is from Catalyst prediction with 721,799 reactions and 888 catalyst types from USPTO. The task is: Predict which catalyst facilitates the given reaction. (1) Reactant: [N+:1]([C:4]1[CH:5]=[C:6]([CH:20]=[C:21]([O:23][CH2:24][CH2:25][C:26]2[S:30][CH:29]=[N:28][C:27]=2[CH3:31])[CH:22]=1)[C:7]([NH:9][C:10]1[CH:15]=[CH:14][C:13]([C:16]([O:18]C)=[O:17])=[CH:12][N:11]=1)=[O:8])([O-])=O.C(O)C.[H][H]. Product: [NH2:1][C:4]1[CH:5]=[C:6]([CH:20]=[C:21]([O:23][CH2:24][CH2:25][C:26]2[S:30][CH:29]=[N:28][C:27]=2[CH3:31])[CH:22]=1)[C:7]([NH:9][C:10]1[CH:15]=[CH:14][C:13]([C:16]([OH:18])=[O:17])=[CH:12][N:11]=1)=[O:8]. The catalyst class is: 153. (2) Reactant: Cl[C:2]1[C:7]([N+:8]([O-:10])=[O:9])=[CH:6][CH:5]=[CH:4][N:3]=1.Cl.[CH2:12]([O:19][C:20]1[CH:26]=[CH:25][C:23]([NH2:24])=[CH:22][CH:21]=1)[C:13]1[CH:18]=[CH:17][CH:16]=[CH:15][CH:14]=1.C(=O)([O-])[O-].[Cs+].[Cs+]. Product: [CH2:12]([O:19][C:20]1[CH:21]=[CH:22][C:23]([NH:24][C:2]2[C:7]([N+:8]([O-:10])=[O:9])=[CH:6][CH:5]=[CH:4][N:3]=2)=[CH:25][CH:26]=1)[C:13]1[CH:14]=[CH:15][CH:16]=[CH:17][CH:18]=1. The catalyst class is: 37. (3) Reactant: [NH2:1][C:2]1[N:7]=[CH:6][N:5]=[C:4]2[N:8]([C:12]([CH3:15])([CH3:14])[CH3:13])[N:9]=[C:10]([OH:11])[C:3]=12.Cl[C:17]1[C:26]2[C:21](=[CH:22][CH:23]=[CH:24][CH:25]=2)[CH:20]=[CH:19][N:18]=1.C(=O)([O-])[O-].[K+].[K+].O. Product: [C:12]([N:8]1[C:4]2=[N:5][CH:6]=[N:7][C:2]([NH2:1])=[C:3]2[C:10]([O:11][C:17]2[C:26]3[C:21](=[CH:22][CH:23]=[CH:24][CH:25]=3)[CH:20]=[CH:19][N:18]=2)=[N:9]1)([CH3:15])([CH3:14])[CH3:13]. The catalyst class is: 16. (4) Reactant: [CH2:1]([O:4][C:5]1[C:13]([CH3:14])=[CH:12][C:8]([C:9](O)=[O:10])=[CH:7][C:6]=1[CH3:15])[CH:2]=[CH2:3].S(Cl)([Cl:18])=O. Product: [CH2:1]([O:4][C:5]1[C:13]([CH3:14])=[CH:12][C:8]([C:9]([Cl:18])=[O:10])=[CH:7][C:6]=1[CH3:15])[CH:2]=[CH2:3]. The catalyst class is: 22.